Dataset: Full USPTO retrosynthesis dataset with 1.9M reactions from patents (1976-2016). Task: Predict the reactants needed to synthesize the given product. Given the product [CH:24]1([CH2:23][O:12][C:7]2[CH:6]=[C:5]([CH:10]=[CH:9][C:8]=2[I:11])[C:4]([N:3]([CH2:1][CH3:2])[CH2:14][CH3:15])=[O:13])[CH2:26][CH2:25]1, predict the reactants needed to synthesize it. The reactants are: [CH2:1]([N:3]([CH2:14][CH3:15])[C:4](=[O:13])[C:5]1[CH:10]=[CH:9][C:8]([I:11])=[C:7]([OH:12])[CH:6]=1)[CH3:2].C(=O)([O-])[O-].[K+].[K+].Br[CH2:23][CH:24]1[CH2:26][CH2:25]1.